Dataset: NCI-60 drug combinations with 297,098 pairs across 59 cell lines. Task: Regression. Given two drug SMILES strings and cell line genomic features, predict the synergy score measuring deviation from expected non-interaction effect. (1) Drug 1: COC1=C(C=C2C(=C1)N=CN=C2NC3=CC(=C(C=C3)F)Cl)OCCCN4CCOCC4. Drug 2: C1=NC2=C(N1)C(=S)N=CN2. Cell line: A498. Synergy scores: CSS=35.7, Synergy_ZIP=0.0674, Synergy_Bliss=1.93, Synergy_Loewe=2.08, Synergy_HSA=4.44. (2) Drug 1: C1=CC(=CC=C1CC(C(=O)O)N)N(CCCl)CCCl.Cl. Drug 2: CC12CCC3C(C1CCC2OP(=O)(O)O)CCC4=C3C=CC(=C4)OC(=O)N(CCCl)CCCl.[Na+]. Cell line: SNB-19. Synergy scores: CSS=1.94, Synergy_ZIP=-3.15, Synergy_Bliss=-5.55, Synergy_Loewe=-14.5, Synergy_HSA=-8.86. (3) Drug 1: CCN(CC)CCNC(=O)C1=C(NC(=C1C)C=C2C3=C(C=CC(=C3)F)NC2=O)C. Drug 2: C1CN1C2=NC(=NC(=N2)N3CC3)N4CC4. Cell line: K-562. Synergy scores: CSS=22.8, Synergy_ZIP=-1.68, Synergy_Bliss=-0.621, Synergy_Loewe=-18.2, Synergy_HSA=-10.3. (4) Drug 1: C1=CC(=CC=C1CCCC(=O)O)N(CCCl)CCCl. Drug 2: COCCOC1=C(C=C2C(=C1)C(=NC=N2)NC3=CC=CC(=C3)C#C)OCCOC.Cl. Cell line: HOP-92. Synergy scores: CSS=28.4, Synergy_ZIP=-11.6, Synergy_Bliss=-8.98, Synergy_Loewe=-6.71, Synergy_HSA=-6.58. (5) Drug 1: C1=CC(=C2C(=C1NCCNCCO)C(=O)C3=C(C=CC(=C3C2=O)O)O)NCCNCCO. Drug 2: CC1=C(N=C(N=C1N)C(CC(=O)N)NCC(C(=O)N)N)C(=O)NC(C(C2=CN=CN2)OC3C(C(C(C(O3)CO)O)O)OC4C(C(C(C(O4)CO)O)OC(=O)N)O)C(=O)NC(C)C(C(C)C(=O)NC(C(C)O)C(=O)NCCC5=NC(=CS5)C6=NC(=CS6)C(=O)NCCC[S+](C)C)O. Cell line: HOP-62. Synergy scores: CSS=63.6, Synergy_ZIP=5.30, Synergy_Bliss=4.11, Synergy_Loewe=4.24, Synergy_HSA=9.08.